From a dataset of Full USPTO retrosynthesis dataset with 1.9M reactions from patents (1976-2016). Predict the reactants needed to synthesize the given product. (1) The reactants are: [NH2:1][C@H:2]1[CH2:6][CH2:5][N:4]([C:7]2[C:12]([C:13]([O:15][CH:16]([CH3:18])[CH3:17])=[O:14])=[CH:11][CH:10]=[CH:9][N:8]=2)[CH2:3]1.Br[CH2:20][C:21]1[CH:26]=[CH:25][C:24]([CH2:27][CH3:28])=[CH:23][CH:22]=1.C([O-])([O-])=O.[K+].[K+]. Given the product [CH2:27]([C:24]1[CH:25]=[CH:26][C:21]([CH2:20][NH:1][C@H:2]2[CH2:6][CH2:5][N:4]([C:7]3[C:12]([C:13]([O:15][CH:16]([CH3:18])[CH3:17])=[O:14])=[CH:11][CH:10]=[CH:9][N:8]=3)[CH2:3]2)=[CH:22][CH:23]=1)[CH3:28], predict the reactants needed to synthesize it. (2) Given the product [C:9]1([CH2:18][OH:20])([CH:1]2[CH2:6][CH2:5][CH2:4][CH2:3][CH2:2]2)[CH2:10][CH2:11][CH2:12][CH2:13][CH2:14]1, predict the reactants needed to synthesize it. The reactants are: [C:1]1([C:9]2[CH:14]=[CH:13][CH:12]=[CH:11][CH:10]=2)[C:2](C=O)=[CH:3][CH:4]=[CH:5][CH:6]=1.[H][H].C[CH:18]([OH:20])C.